Dataset: Full USPTO retrosynthesis dataset with 1.9M reactions from patents (1976-2016). Task: Predict the reactants needed to synthesize the given product. (1) Given the product [CH:23]([N:19]1[C:18]([C:12]2[CH:13]=[C:14]3[N:10]([C:9]4[CH:26]=[C:5]([CH:3]5[CH2:2][N:1]([S:35]([CH3:34])(=[O:37])=[O:36])[CH2:4]5)[CH:6]=[CH:7][C:8]=4[O:17][CH2:16][CH2:15]3)[N:11]=2)=[N:22][CH:21]=[N:20]1)([CH3:24])[CH3:25], predict the reactants needed to synthesize it. The reactants are: [NH:1]1[CH2:4][CH:3]([C:5]2[CH:6]=[CH:7][C:8]3[O:17][CH2:16][CH2:15][C:14]4[N:10]([N:11]=[C:12]([C:18]5[N:19]([CH:23]([CH3:25])[CH3:24])[N:20]=[CH:21][N:22]=5)[CH:13]=4)[C:9]=3[CH:26]=2)[CH2:2]1.C(N(CC)CC)C.[CH3:34][S:35](Cl)(=[O:37])=[O:36]. (2) Given the product [CH3:1][O:2][C:3]([C:5]1[N:6]=[C:7]([NH:10][C:11](=[O:36])[C@@H:12]([N:20]2[C:21](=[O:35])[CH:22]([C:23]3[CH:28]=[CH:27][C:26]([O:29][CH2:30][CH2:31][O:32][CH3:33])=[CH:25][CH:24]=3)[NH:34][C:47]2=[O:46])[CH2:13][C:14]2[CH:15]=[CH:16][CH:17]=[CH:18][CH:19]=2)[S:8][CH:9]=1)=[O:4], predict the reactants needed to synthesize it. The reactants are: [CH3:1][O:2][C:3]([C:5]1[N:6]=[C:7]([NH:10][C:11](=[O:36])[C@@H:12]([NH:20][C:21](=[O:35])[CH:22]([NH2:34])[C:23]2[CH:28]=[CH:27][C:26]([O:29][CH2:30][CH2:31][O:32][CH3:33])=[CH:25][CH:24]=2)[CH2:13][C:14]2[CH:19]=[CH:18][CH:17]=[CH:16][CH:15]=2)[S:8][CH:9]=1)=[O:4].C(N(C(C)C)CC)(C)C.[O:46]=[C:47](Cl)OC(Cl)(Cl)Cl.O.